From a dataset of Experimentally validated miRNA-target interactions with 360,000+ pairs, plus equal number of negative samples. Binary Classification. Given a miRNA mature sequence and a target amino acid sequence, predict their likelihood of interaction. The miRNA is mmu-miR-18b-5p with sequence UAAGGUGCAUCUAGUGCUGUUAG. The protein sequence of the target gene is MFYFHCPPQLEGTAPFGNHSTGDFDDGFLRRKQRRNRTTFTLQQLEALEAVFAQTHYPDVFTREELAMKINLTEARVQVWFQNRRAKWRKTERGASDQEPGAKEPMAEVTPPPVRNINSPPPGDQTRSKKEALEAQQSLGRTVGPTGPFFPSCLPGTLLNTATYAQALSHVASLKGGPLCSCCVPDPMGLSFLPTYGCQSNRTASVAALRMKAREHSEAVLQSANLLPSTSSSPGPASKQAPPEGSQDKTSPTKEQSEGEKSV. Result: 0 (no interaction).